This data is from NCI-60 drug combinations with 297,098 pairs across 59 cell lines. The task is: Regression. Given two drug SMILES strings and cell line genomic features, predict the synergy score measuring deviation from expected non-interaction effect. (1) Drug 1: C1C(C(OC1N2C=NC(=NC2=O)N)CO)O. Drug 2: CC1C(C(CC(O1)OC2CC(CC3=C2C(=C4C(=C3O)C(=O)C5=C(C4=O)C(=CC=C5)OC)O)(C(=O)CO)O)N)O.Cl. Cell line: SF-295. Synergy scores: CSS=36.9, Synergy_ZIP=0.0981, Synergy_Bliss=-0.625, Synergy_Loewe=-23.9, Synergy_HSA=-0.682. (2) Drug 1: C1=NC2=C(N1)C(=S)N=C(N2)N. Drug 2: CCCCC(=O)OCC(=O)C1(CC(C2=C(C1)C(=C3C(=C2O)C(=O)C4=C(C3=O)C=CC=C4OC)O)OC5CC(C(C(O5)C)O)NC(=O)C(F)(F)F)O. Cell line: U251. Synergy scores: CSS=28.5, Synergy_ZIP=0.198, Synergy_Bliss=0.721, Synergy_Loewe=1.77, Synergy_HSA=2.19. (3) Drug 1: C1CN1C2=NC(=NC(=N2)N3CC3)N4CC4. Drug 2: C1=CC(=CC=C1CCC2=CNC3=C2C(=O)NC(=N3)N)C(=O)NC(CCC(=O)O)C(=O)O. Cell line: HCT-15. Synergy scores: CSS=34.8, Synergy_ZIP=-4.00, Synergy_Bliss=-6.62, Synergy_Loewe=-9.72, Synergy_HSA=-4.17. (4) Drug 1: CN(CC1=CN=C2C(=N1)C(=NC(=N2)N)N)C3=CC=C(C=C3)C(=O)NC(CCC(=O)O)C(=O)O. Drug 2: C1=NC2=C(N=C(N=C2N1C3C(C(C(O3)CO)O)O)F)N. Cell line: BT-549. Synergy scores: CSS=20.6, Synergy_ZIP=-6.56, Synergy_Bliss=-2.40, Synergy_Loewe=-2.16, Synergy_HSA=-1.61. (5) Drug 1: C1=NC2=C(N1)C(=S)N=CN2. Drug 2: COCCOC1=C(C=C2C(=C1)C(=NC=N2)NC3=CC=CC(=C3)C#C)OCCOC.Cl. Cell line: MCF7. Synergy scores: CSS=24.1, Synergy_ZIP=-7.91, Synergy_Bliss=-2.75, Synergy_Loewe=-9.14, Synergy_HSA=-1.62.